Dataset: Catalyst prediction with 721,799 reactions and 888 catalyst types from USPTO. Task: Predict which catalyst facilitates the given reaction. (1) Product: [CH:21]([S:25][C:26]1[CH:27]=[C:28]2[C:29]([CH:30]=[C:9]([C:1](=[O:8])[C:2]3[CH:7]=[CH:6][CH:5]=[CH:4][CH:3]=3)[C:10](=[O:11])[O:34]2)=[CH:32][CH:33]=1)([CH2:23][CH3:24])[CH3:22]. Reactant: [C:1]([CH2:9][C:10](OCC)=[O:11])(=[O:8])[C:2]1[CH:7]=[CH:6][CH:5]=[CH:4][CH:3]=1.N1CCCCC1.[CH:21]([S:25][C:26]1[CH:33]=[CH:32][C:29]([CH:30]=O)=[C:28]([OH:34])[CH:27]=1)([CH2:23][CH3:24])[CH3:22]. The catalyst class is: 8. (2) Reactant: [F:1][C:2]1([F:28])[CH2:4][CH:3]1[CH2:5][N:6]1[C:10]2[CH:11]=[CH:12][C:13]([C:15]3[CH:22]=[C:21]([CH2:23]O)[CH:20]=[CH:19][C:16]=3[C:17]#[N:18])=[CH:14][C:9]=2[N:8]([CH3:25])[S:7]1(=[O:27])=[O:26].C(N(CC)CC)C.S(Cl)(C)(=O)=O.[O:41]1[C:49]2[CH2:48][CH2:47][NH:46][CH2:45][C:44]=2[C:43]([OH:50])=[N:42]1.CCN(C(C)C)C(C)C. Product: [F:28][C:2]1([F:1])[CH2:4][CH:3]1[CH2:5][N:6]1[C:10]2[CH:11]=[CH:12][C:13]([C:15]3[CH:22]=[C:21]([CH2:23][N:46]4[CH2:47][CH2:48][C:49]5[O:41][N:42]=[C:43]([OH:50])[C:44]=5[CH2:45]4)[CH:20]=[CH:19][C:16]=3[C:17]#[N:18])=[CH:14][C:9]=2[N:8]([CH3:25])[S:7]1(=[O:27])=[O:26]. The catalyst class is: 37.